This data is from Catalyst prediction with 721,799 reactions and 888 catalyst types from USPTO. The task is: Predict which catalyst facilitates the given reaction. (1) The catalyst class is: 2. Reactant: [CH:1]1([C:4]2[N:8]([C:9]3[CH:14]=[C:13]([S:15](Cl)(=[O:17])=[O:16])[CH:12]=[CH:11][C:10]=3[Cl:19])[N:7]=[CH:6][C:5]=2[C:20]([O:22][CH2:23][CH3:24])=[O:21])[CH2:3][CH2:2]1.[CH3:25][NH:26][CH3:27]. Product: [CH:1]1([C:4]2[N:8]([C:9]3[CH:14]=[C:13]([S:15]([N:26]([CH3:27])[CH3:25])(=[O:17])=[O:16])[CH:12]=[CH:11][C:10]=3[Cl:19])[N:7]=[CH:6][C:5]=2[C:20]([O:22][CH2:23][CH3:24])=[O:21])[CH2:3][CH2:2]1. (2) Reactant: C([O-])([O-])=O.[Na+].[Na+].Cl[C:8]1[CH:9]=[C:10]2[CH2:31][C:15]3([CH2:30][C:17]4([CH2:22][CH2:21][N:20]([C:23]([O:25][C:26]([CH3:29])([CH3:28])[CH3:27])=[O:24])[CH2:19][CH2:18]4)[CH2:16]3)[O:14][C:11]2=[CH:12][N:13]=1.[CH3:32][S:33]([C:36]1[CH:41]=[CH:40][C:39](B(O)O)=[CH:38][CH:37]=1)(=[O:35])=[O:34].O1CCOCC1. Product: [CH3:32][S:33]([C:36]1[CH:41]=[CH:40][C:39]([C:8]2[CH:9]=[C:10]3[CH2:31][C:15]4([CH2:30][C:17]5([CH2:18][CH2:19][N:20]([C:23]([O:25][C:26]([CH3:27])([CH3:29])[CH3:28])=[O:24])[CH2:21][CH2:22]5)[CH2:16]4)[O:14][C:11]3=[CH:12][N:13]=2)=[CH:38][CH:37]=1)(=[O:35])=[O:34]. The catalyst class is: 5. (3) Reactant: [F:1][C:2]1[CH:3]=[C:4]([C:9](=[O:18])[CH2:10][C:11]2[CH:16]=[CH:15][C:14]([F:17])=[CH:13][CH:12]=2)[CH:5]=[CH:6][C:7]=1[OH:8].N([O-])=O.[Na+].[N+:23]([O-])(O)=O.[C:27]([OH:31])(=O)[CH2:28]C. Product: [F:1][C:2]1[C:7]2[O:8][CH2:28][C:27](=[O:31])[NH:23][C:6]=2[CH:5]=[C:4]([C:9](=[O:18])[CH2:10][C:11]2[CH:16]=[CH:15][C:14]([F:17])=[CH:13][CH:12]=2)[CH:3]=1. The catalyst class is: 561. (4) Reactant: [Cl-].O[NH3+:3].[C:4](=[O:7])([O-])[OH:5].[Na+].CS(C)=O.[CH:13]1([C:16]2[N:17]=[C:18]([CH3:44])[N:19]([C:38]3[CH:43]=[CH:42][CH:41]=[CH:40][CH:39]=3)[C:20](=[O:37])[C:21]=2[CH2:22][C:23]2[CH:28]=[CH:27][C:26]([C:29]3[C:30]([C:35]#[N:36])=[CH:31][CH:32]=[CH:33][CH:34]=3)=[CH:25][CH:24]=2)[CH2:15][CH2:14]1. Product: [CH:13]1([C:16]2[N:17]=[C:18]([CH3:44])[N:19]([C:38]3[CH:39]=[CH:40][CH:41]=[CH:42][CH:43]=3)[C:20](=[O:37])[C:21]=2[CH2:22][C:23]2[CH:28]=[CH:27][C:26]([C:29]3[CH:34]=[CH:33][CH:32]=[CH:31][C:30]=3[C:35]3[NH:3][C:4](=[O:7])[O:5][N:36]=3)=[CH:25][CH:24]=2)[CH2:15][CH2:14]1. The catalyst class is: 13. (5) Reactant: [OH-].[Li+].[Br:3][C:4]1[CH:13]=[CH:12][C:7]([C:8]([O:10]C)=[O:9])=[CH:6][C:5]=1[O:14][CH:15]([CH3:17])[CH3:16].Cl. Product: [Br:3][C:4]1[CH:13]=[CH:12][C:7]([C:8]([OH:10])=[O:9])=[CH:6][C:5]=1[O:14][CH:15]([CH3:17])[CH3:16]. The catalyst class is: 132. (6) Reactant: Cl[C:2]1[N:7]=[C:6]([Cl:8])[C:5]([C:9]#[N:10])=[CH:4][N:3]=1.[CH2:11]([C:13]1[C:18]([CH2:19][NH2:20])=[CH:17][N:16]=[CH:15][N:14]=1)[CH3:12].CCN(C(C)C)C(C)C. Product: [Cl:8][C:6]1[C:5]([C:9]#[N:10])=[CH:4][N:3]=[C:2]([NH:20][CH2:19][C:18]2[C:13]([CH2:11][CH3:12])=[N:14][CH:15]=[N:16][CH:17]=2)[N:7]=1. The catalyst class is: 32. (7) Reactant: [CH3:1][C:2]1([CH3:26])[CH2:7][CH2:6][CH:5]([C:8]2[S:25][C:11]3[N:12]=[C:13]([CH3:24])[N:14]=[C:15]([CH2:16][NH:17][CH:18]4[CH2:23][CH2:22][O:21][CH2:20][CH2:19]4)[C:10]=3[CH:9]=2)[CH2:4][CH2:3]1.N1C=CC=CC=1.C(Cl)Cl.[C:36](OC(=O)C)(=[O:38])[CH3:37]. Product: [CH3:1][C:2]1([CH3:26])[CH2:7][CH2:6][CH:5]([C:8]2[S:25][C:11]3[N:12]=[C:13]([CH3:24])[N:14]=[C:15]([CH2:16][N:17]([CH:18]4[CH2:23][CH2:22][O:21][CH2:20][CH2:19]4)[C:36](=[O:38])[CH3:37])[C:10]=3[CH:9]=2)[CH2:4][CH2:3]1. The catalyst class is: 6.